From a dataset of Forward reaction prediction with 1.9M reactions from USPTO patents (1976-2016). Predict the product of the given reaction. Given the reactants [CH2:1]([C:3]1[CH:11]=[C:6]2[CH:7]=[CH:8][CH:9]=[CH:10][N:5]2[N:4]=1)[CH3:2].C(O)(=O)C.[I:16]N1C(=O)CCC1=O, predict the reaction product. The product is: [CH2:1]([C:3]1[C:11]([I:16])=[C:6]2[CH:7]=[CH:8][CH:9]=[CH:10][N:5]2[N:4]=1)[CH3:2].